From a dataset of Forward reaction prediction with 1.9M reactions from USPTO patents (1976-2016). Predict the product of the given reaction. (1) Given the reactants [F:1][C:2]1[CH:3]=[C:4]2[C:8](=[C:9]([CH:11]=[CH:12][C:13]([OH:15])=[O:14])[CH:10]=1)[NH:7][CH:6]=[C:5]2[CH3:16].CC(C)([O-])C.[K+].[Cl:23][C:24]1[CH:31]=[C:30]([Cl:32])[CH:29]=[CH:28][C:25]=1[CH2:26]Cl, predict the reaction product. The product is: [Cl:23][C:24]1[CH:31]=[C:30]([Cl:32])[CH:29]=[CH:28][C:25]=1[CH2:26][N:7]1[C:8]2[C:4](=[CH:3][C:2]([F:1])=[CH:10][C:9]=2/[CH:11]=[CH:12]/[C:13]([OH:15])=[O:14])[C:5]([CH3:16])=[CH:6]1. (2) Given the reactants [NH2:1][C:2]1([C:17]([O:19]C)=O)[CH:15]2[CH:10]([CH2:11][CH2:12][CH2:13][CH2:14]2)[O:9][C:8]2[C:3]1=[CH:4][C:5]([Br:16])=[CH:6][CH:7]=2.[N:21]([CH3:24])=[C:22]=[S:23].C(N(CC)CC)C, predict the reaction product. The product is: [Br:16][C:5]1[CH:4]=[C:3]2[C:8]([O:9][CH:10]3[CH:15]([C:2]42[C:17](=[O:19])[N:21]([CH3:24])[C:22](=[S:23])[NH:1]4)[CH2:14][CH2:13][CH2:12][CH2:11]3)=[CH:7][CH:6]=1.